Dataset: Full USPTO retrosynthesis dataset with 1.9M reactions from patents (1976-2016). Task: Predict the reactants needed to synthesize the given product. Given the product [F:10][C:11]1[CH:12]=[CH:13][C:14]([CH2:15][NH:16][C:17]([C:19]2[N:20]=[C:21]3[C:37]([CH3:38])([CH3:39])[CH2:36][CH2:35][CH2:34][N:22]3[C:23](=[O:33])[C:24]=2[OH:25])=[O:18])=[CH:40][CH:41]=1, predict the reactants needed to synthesize it. The reactants are: FC1C=CC(CN)=CC=1.[F:10][C:11]1[CH:41]=[CH:40][C:14]([CH2:15][NH:16][C:17]([C:19]2[N:20]=[C:21]3[C:37]([CH3:39])([CH3:38])[CH2:36][CH2:35][CH2:34][N:22]3[C:23](=[O:33])[C:24]=2[O:25]CC2C=CC=CC=2)=[O:18])=[C:13](C(=O)NC)[CH:12]=1.